Dataset: Full USPTO retrosynthesis dataset with 1.9M reactions from patents (1976-2016). Task: Predict the reactants needed to synthesize the given product. (1) Given the product [C:1]([NH:4][C:5]1[NH:6][C:7](=[O:46])[C:8]2[N:9]=[CH:10][N:11]([C:44]=2[N:45]=1)[C@@H:12]1[O:43][C@H:17]([CH2:18][O:19][C:20]([C:37]2[CH:38]=[CH:39][CH:40]=[CH:41][CH:42]=2)([C:29]2[CH:34]=[CH:33][C:32]([O:35][CH3:36])=[CH:31][CH:30]=2)[C:21]2[CH:22]=[CH:23][C:24]([O:27][CH3:28])=[CH:25][CH:26]=2)[C@@H:15]([OH:16])[C@H:13]1[O:14][CH2:61][O:60][CH2:59][CH2:58][C:56]#[N:57])(=[O:3])[CH3:2], predict the reactants needed to synthesize it. The reactants are: [C:1]([NH:4][C:5]1[NH:6][C:7](=[O:46])[C:8]2[N:9]=[CH:10][N:11]([C:44]=2[N:45]=1)[C@@H:12]1[O:43][C@H:17]([CH2:18][O:19][C:20]([C:37]2[CH:42]=[CH:41][CH:40]=[CH:39][CH:38]=2)([C:29]2[CH:34]=[CH:33][C:32]([O:35][CH3:36])=[CH:31][CH:30]=2)[C:21]2[CH:26]=[CH:25][C:24]([O:27][CH3:28])=[CH:23][CH:22]=2)[C@@H:15]([OH:16])[C@H:13]1[OH:14])(=[O:3])[CH3:2].C(N(C(C)C)CC)(C)C.[C:56]([CH2:58][CH2:59][O:60][CH2:61]Cl)#[N:57].C(=O)(O)[O-].[Na+]. (2) Given the product [C:25]([O:28][C:29](=[O:30])[NH:16][CH2:15][CH2:14][CH2:13][CH2:12][NH:11][CH:9]1[C:10]2[N:1]=[CH:2][CH:3]=[CH:4][C:5]=2[CH2:6][CH2:7][CH2:8]1)([CH3:27])([CH3:26])[CH3:24], predict the reactants needed to synthesize it. The reactants are: [N:1]1[C:10]2[CH:9]([NH:11][CH2:12][CH2:13][CH2:14][CH2:15][NH2:16])[CH2:8][CH2:7][CH2:6][C:5]=2[CH:4]=[CH:3][CH:2]=1.C(N(CC)CC)C.[CH3:24][C:25]([O:28][C:29](ON=C(C1C=CC=CC=1)C#N)=[O:30])([CH3:27])[CH3:26].